Dataset: Full USPTO retrosynthesis dataset with 1.9M reactions from patents (1976-2016). Task: Predict the reactants needed to synthesize the given product. (1) Given the product [Cl:1][C:2]1[N:7]=[C:6]([C:8]2[CH:13]=[CH:12][CH:11]=[CH:10][CH:9]=2)[N:5]=[C:4]([C:14]([NH:16][C:17]2[CH:22]=[CH:21][CH:20]=[CH:19][C:18]=2[C:23]2[S:24][C:25]([CH2:28][CH2:29][CH3:30])=[N:26][N:27]=2)=[O:15])[CH:3]=1, predict the reactants needed to synthesize it. The reactants are: [Cl:1][C:2]1[N:7]=[C:6]([C:8]2[CH:13]=[CH:12][CH:11]=[CH:10][CH:9]=2)[N:5]=[C:4]([C:14]([NH:16][C:17]2[CH:22]=[CH:21][CH:20]=[CH:19][C:18]=2[C:23]2[S:24][C:25]([C:28]3C=CC=[CH:30][CH:29]=3)=[N:26][N:27]=2)=[O:15])[CH:3]=1.C1(C2SC(C3C=CC=CC=3N)=NN=2)C=CC=CC=1. (2) The reactants are: FC(F)(F)S(O[C:7]1[C:12]([C:13](=[O:15])[CH3:14])=[CH:11][C:10]([Cl:16])=[C:9]([CH3:17])[C:8]=1[C:18]1[CH:23]=[CH:22][N:21]=[CH:20][CH:19]=1)(=O)=O.O1CCOC[CH2:27]1.ClCCl.C[Zn]C.C1(C)C=CC=CC=1. Given the product [Cl:16][C:10]1[C:9]([CH3:17])=[C:8]([C:18]2[CH:23]=[CH:22][N:21]=[CH:20][CH:19]=2)[C:7]([CH3:27])=[C:12]([C:13](=[O:15])[CH3:14])[CH:11]=1, predict the reactants needed to synthesize it. (3) Given the product [NH2:7][CH2:6][C:5]1[CH:14]=[CH:15][C:2]([Cl:1])=[C:3]([C:16]2[NH:20][C:19](=[O:21])[N:18]([C:22]3[CH:27]=[CH:26][CH:25]=[C:24]([C:28]([F:30])([F:31])[F:29])[CH:23]=3)[N:17]=2)[CH:4]=1, predict the reactants needed to synthesize it. The reactants are: [Cl:1][C:2]1[CH:15]=[CH:14][C:5]([CH2:6][NH:7]C(=O)C(F)(F)F)=[CH:4][C:3]=1[C:16]1[NH:20][C:19](=[O:21])[N:18]([C:22]2[CH:27]=[CH:26][CH:25]=[C:24]([C:28]([F:31])([F:30])[F:29])[CH:23]=2)[N:17]=1.[OH-].[K+].O. (4) The reactants are: C=[CH:2][C@H:3](O)[C:4]#[C:5][C:6]#[C:7][CH2:8][C@H:9]([OH:19])[C@@H:10]([OH:18])[CH2:11][CH2:12][CH2:13]CCCC.O(CC=CCCCCCCC)[Si](C(C)(C)C)(C)C. Given the product [CH:13]#[C:12][CH2:11][C@H:10]([OH:18])[C@@H:9]([OH:19])[CH2:8][CH2:7][CH2:6][CH2:5][CH2:4][CH2:3][CH3:2], predict the reactants needed to synthesize it. (5) Given the product [NH2:8][C:9]1[N:14]=[C:13]([CH2:15][CH2:16][NH:17][C:25]2[N:26]=[CH:27][C:28]([NH:31][C:32]([C:34]3[CH2:39][CH2:38][CH2:37][CH2:36][C:35]=3[C:40]3[CH:41]=[CH:42][C:43]([C:46]([F:48])([F:49])[F:47])=[CH:44][CH:45]=3)=[O:33])=[CH:29][CH:30]=2)[CH:12]=[CH:11][CH:10]=1, predict the reactants needed to synthesize it. The reactants are: C(OC([NH:8][C:9]1[N:14]=[C:13]([CH2:15][CH2:16][N:17]([C:25]2[CH:30]=[CH:29][C:28]([NH:31][C:32]([C:34]3[CH2:39][CH2:38][CH2:37][CH2:36][C:35]=3[C:40]3[CH:45]=[CH:44][C:43]([C:46]([F:49])([F:48])[F:47])=[CH:42][CH:41]=3)=[O:33])=[CH:27][N:26]=2)C(=O)OC(C)(C)C)[CH:12]=[CH:11][CH:10]=1)=O)(C)(C)C.FC(F)(F)C(O)=O.